From a dataset of Reaction yield outcomes from USPTO patents with 853,638 reactions. Predict the reaction yield, written as a fraction of the theoretical maximum amount of product (1.0 means a 100% yield; for example, 0.34 means a 34% yield). (1) The reactants are Br[CH2:2][C:3]([C:5]1[CH:10]=[CH:9][C:8]([CH3:11])=[C:7]([Br:12])[CH:6]=1)=O.[NH2:13][C:14]([NH2:16])=[S:15]. The catalyst is CCO. The product is [Br:12][C:7]1[CH:6]=[C:5]([C:3]2[N:13]=[C:14]([NH2:16])[S:15][CH:2]=2)[CH:10]=[CH:9][C:8]=1[CH3:11]. The yield is 0.770. (2) The reactants are [OH:1][C:2]1[CH:7]=[CH:6][C:5]([CH2:8][C:9]([O:11][CH2:12][CH3:13])=[O:10])=[CH:4][CH:3]=1.[C:14]([O-])([O-])=O.[K+].[K+].S(OC)(OC)(=O)=O. The catalyst is C(#N)C. The product is [CH3:14][O:1][C:2]1[CH:3]=[CH:4][C:5]([CH2:8][C:9]([O:11][CH2:12][CH3:13])=[O:10])=[CH:6][CH:7]=1. The yield is 0.740. (3) The reactants are [O:1]=[C:2]1[C:10]2([CH2:14][O:13][C:12]3[CH:15]=[C:16]4[C:20](=[CH:21][C:11]2=3)[CH2:19][CH2:18][O:17]4)[C:9]2[C:4](=[CH:5][CH:6]=[CH:7][CH:8]=2)[N:3]1[CH2:22][C:23]1[O:24][CH:25]=[C:26]([C:28]([O:30]C)=[O:29])[N:27]=1.[OH-].[Na+]. The catalyst is O.CO. The product is [O:1]=[C:2]1[C:10]2([CH2:14][O:13][C:12]3[CH:15]=[C:16]4[C:20](=[CH:21][C:11]2=3)[CH2:19][CH2:18][O:17]4)[C:9]2[C:4](=[CH:5][CH:6]=[CH:7][CH:8]=2)[N:3]1[CH2:22][C:23]1[O:24][CH:25]=[C:26]([C:28]([OH:30])=[O:29])[N:27]=1. The yield is 0.750. (4) The reactants are [C:1]1([NH:7][C:8](=[O:26])[CH2:9][N:10]2[C:18]3[C:13](=[CH:14][CH:15]=[CH:16][CH:17]=3)[C:12]3([C:22](=[O:23])[NH:21][C:20](=[O:24])[NH:19]3)[C:11]2=[O:25])[CH:6]=[CH:5][CH:4]=[CH:3][CH:2]=1.[O:27]=[C:28]1NC2(C3C(=CC=CC=3)N(CC(O)=O)C2=O)C(=O)N1.COC1C=CC(N)=CC=1. No catalyst specified. The product is [CH3:28][O:27][C:4]1[CH:5]=[CH:6][C:1]([NH:7][C:8](=[O:26])[CH2:9][N:10]2[C:18]3[C:13](=[CH:14][CH:15]=[CH:16][CH:17]=3)[C:12]3([C:22](=[O:23])[NH:21][C:20](=[O:24])[NH:19]3)[C:11]2=[O:25])=[CH:2][CH:3]=1. The yield is 0.360. (5) The reactants are [CH3:1][NH:2][C:3]([C:5]1[CH:6]=[C:7]([CH:18]=[CH:19][CH:20]=1)[O:8][C:9]1[CH:14]=[CH:13][C:12]([N+:15]([O-])=O)=[CH:11][CH:10]=1)=[O:4]. The catalyst is CCOC(C)=O.[Pd]. The product is [CH3:1][NH:2][C:3]([C:5]1[CH:6]=[C:7]([CH:18]=[CH:19][CH:20]=1)[O:8][C:9]1[CH:14]=[CH:13][C:12]([NH2:15])=[CH:11][CH:10]=1)=[O:4]. The yield is 0.560. (6) The reactants are [CH2:1]([O:8][C:9]1[C:13]([CH:14]=O)=[CH:12][N:11]([C:16]2[CH:21]=[CH:20][CH:19]=[CH:18][CH:17]=2)[N:10]=1)[C:2]1[CH:7]=[CH:6][CH:5]=[CH:4][CH:3]=1.[S:22]1[CH2:26][C:25](=[O:27])[NH:24][C:23]1=[O:28].N1CCCCC1. The catalyst is C(O)C. The product is [CH2:1]([O:8][C:9]1[C:13](/[CH:14]=[C:26]2/[C:25](=[O:27])[NH:24][C:23](=[O:28])[S:22]/2)=[CH:12][N:11]([C:16]2[CH:21]=[CH:20][CH:19]=[CH:18][CH:17]=2)[N:10]=1)[C:2]1[CH:7]=[CH:6][CH:5]=[CH:4][CH:3]=1. The yield is 0.870. (7) The reactants are [NH:1]1[C:9]2[C:4](=[CH:5][CH:6]=[CH:7][CH:8]=2)[C:3]([CH2:10][C@H:11]([NH:15][C:16](=[O:26])[CH2:17][CH2:18][CH2:19][C:20]2[CH:25]=[CH:24][CH:23]=[CH:22][CH:21]=2)[C:12]([OH:14])=O)=[CH:2]1.[OH:27][N:28]1[C:32](=[O:33])[CH2:31][CH2:30][C:29]1=[O:34].C1(N=C=NC2CCCCC2)CCCCC1.[NH2:50][CH2:51][CH2:52][CH2:53][CH2:54][CH2:55][C:56](O)=[O:57].C([O-])(O)=O.[Na+]. The catalyst is C(#N)C.O. The product is [O:34]=[C:29]1[CH2:30][CH2:31][C:32](=[O:33])[N:28]1[O:27][C:56](=[O:57])[CH2:55][CH2:54][CH2:53][CH2:52][CH2:51][NH:50][C:12](=[O:14])[C@@H:11]([NH:15][C:16](=[O:26])[CH2:17][CH2:18][CH2:19][C:20]1[CH:25]=[CH:24][CH:23]=[CH:22][CH:21]=1)[CH2:10][C:3]1[C:4]2[C:9](=[CH:8][CH:7]=[CH:6][CH:5]=2)[NH:1][CH:2]=1. The yield is 0.560.